From a dataset of Catalyst prediction with 721,799 reactions and 888 catalyst types from USPTO. Predict which catalyst facilitates the given reaction. Reactant: [H-].[Na+].C(OP([CH2:11][C:12]([O:14][CH3:15])=[O:13])(OCC)=O)C.[CH3:16][O:17][C:18]1[CH:19]=[C:20]([CH:24]=O)[CH:21]=[N:22][CH:23]=1.O. Product: [CH3:16][O:17][C:18]1[CH:19]=[C:20](/[CH:24]=[CH:11]/[C:12]([O:14][CH3:15])=[O:13])[CH:21]=[N:22][CH:23]=1. The catalyst class is: 1.